This data is from Reaction yield outcomes from USPTO patents with 853,638 reactions. The task is: Predict the reaction yield, written as a fraction of the theoretical maximum amount of product (1.0 means a 100% yield; for example, 0.34 means a 34% yield). (1) The reactants are [O:1]1[CH:6]=[CH:5][CH2:4][CH2:3][C:2]1=[O:7].[CH2:8](O)[C:9]#[C:10][CH2:11][OH:12].CC1C=CC(S(O)(=O)=O)=CC=1.C(=O)(O)[O-].[Na+].C(=O)([O-])[O-].[K+].[K+]. The catalyst is ClCCl.O. The product is [O:1]1[CH2:6][CH2:5][CH2:4][CH2:3][CH:2]1[O:7][CH2:8][C:9]#[C:10][CH2:11][OH:12]. The yield is 0.390. (2) The reactants are Cl.[CH3:2][S:3]([C:6]1[CH:11]=[CH:10][C:9]([N:12]2[C:17](=[O:18])[CH:16]=[C:15]([O:19][CH:20]3[CH2:25][CH2:24][NH:23][CH2:22][CH2:21]3)[C:14]([C:26]#[N:27])=[N:13]2)=[CH:8][CH:7]=1)(=[O:5])=[O:4].CCN(C(C)C)C(C)C.[F:37][CH:38]([F:50])[O:39][C:40]1[CH:41]=[N:42][C:43](S(C)(=O)=O)=[N:44][CH:45]=1.CCOC(C)=O. The catalyst is CN1C(=O)CCC1. The product is [F:37][CH:38]([F:50])[O:39][C:40]1[CH:41]=[N:42][C:43]([N:23]2[CH2:24][CH2:25][CH:20]([O:19][C:15]3[C:14]([C:26]#[N:27])=[N:13][N:12]([C:9]4[CH:8]=[CH:7][C:6]([S:3]([CH3:2])(=[O:5])=[O:4])=[CH:11][CH:10]=4)[C:17](=[O:18])[CH:16]=3)[CH2:21][CH2:22]2)=[N:44][CH:45]=1. The yield is 0.150. (3) The reactants are [Na].[CH3:2][N:3]1[C:11]2[N:10]=[CH:9][N:8]([CH2:12]C3C=CC=CC=3)[C:7]=2[C:6](=[O:19])[NH:5][C:4]1=[O:20].[CH2:21]([CH:23]1[O:25][CH2:24]1)Cl. No catalyst specified. The product is [O:25]1[CH2:24][CH:23]1[CH2:21][N:5]1[C:6](=[O:19])[C:7]2[N:8]([CH3:12])[CH:9]=[N:10][C:11]=2[N:3]([CH3:2])[C:4]1=[O:20]. The yield is 0.770.